From a dataset of Full USPTO retrosynthesis dataset with 1.9M reactions from patents (1976-2016). Predict the reactants needed to synthesize the given product. Given the product [CH3:17][O:6][C:5](=[O:7])[C:4]1[CH:8]=[CH:9][C:10]([OH:11])=[C:2]([F:1])[CH:3]=1, predict the reactants needed to synthesize it. The reactants are: [F:1][C:2]1[CH:3]=[C:4]([CH:8]=[CH:9][C:10]=1[OH:11])[C:5]([OH:7])=[O:6].S(=O)(=O)(O)O.[CH3:17]O.